Dataset: Catalyst prediction with 721,799 reactions and 888 catalyst types from USPTO. Task: Predict which catalyst facilitates the given reaction. (1) The catalyst class is: 12. Reactant: [CH3:1][N:2]([CH3:42])[C:3]([C:5]1[CH:10]=[CH:9][C:8]([C:11]2[CH:16]=[CH:15][C:14]([NH:17][C:18]([NH:20][C:21]3[CH:26]=[CH:25][CH:24]=[C:23]([C:27]([F:30])([F:29])[F:28])[CH:22]=3)=[O:19])=[C:13]([C:31](=[NH:41])[NH:32][O:33][C:34]([O:36]CC(C)C)=O)[CH:12]=2)=[CH:7][CH:6]=1)=[O:4].[OH-].[Na+].O.CCOC(C)=O. Product: [CH3:42][N:2]([CH3:1])[C:3]([C:5]1[CH:10]=[CH:9][C:8]([C:11]2[CH:16]=[CH:15][C:14]([NH:17][C:18]([NH:20][C:21]3[CH:26]=[CH:25][CH:24]=[C:23]([C:27]([F:30])([F:28])[F:29])[CH:22]=3)=[O:19])=[C:13]([C:31]3[NH:41][C:34](=[O:36])[O:33][N:32]=3)[CH:12]=2)=[CH:7][CH:6]=1)=[O:4]. (2) Reactant: [F:1][C:2]1[CH:3]=[C:4]([C:8]2[O:31][C:12]3([CH2:17][CH2:16][N:15]([C:18](=[O:30])[C:19]4[CH:24]=[CH:23][C:22]([O:25][CH:26]([CH3:28])[CH3:27])=[C:21]([CH3:29])[CH:20]=4)[CH2:14][CH2:13]3)[CH2:11][C:10](=[O:32])[CH:9]=2)[CH:5]=[N:6][CH:7]=1.[BH4-].[Na+].[Cl-].[NH4+]. Product: [F:1][C:2]1[CH:3]=[C:4]([C:8]2[O:31][C:12]3([CH2:17][CH2:16][N:15]([C:18]([C:19]4[CH:24]=[CH:23][C:22]([O:25][CH:26]([CH3:28])[CH3:27])=[C:21]([CH3:29])[CH:20]=4)=[O:30])[CH2:14][CH2:13]3)[CH2:11][CH:10]([OH:32])[CH:9]=2)[CH:5]=[N:6][CH:7]=1. The catalyst class is: 5. (3) Reactant: C([O:8][C:9]([C:11]1[C:20]2[C:15](=[C:16]([F:21])[CH:17]=[CH:18][CH:19]=2)[C:14](=[O:22])[N:13]([C:23]2[CH:24]=[N:25][CH:26]=[CH:27][CH:28]=2)[C:12]=1[CH3:29])=[O:10])C1C=CC=CC=1. Product: [F:21][C:16]1[CH:17]=[CH:18][CH:19]=[C:20]2[C:15]=1[C:14](=[O:22])[N:13]([C:23]1[CH:24]=[N:25][CH:26]=[CH:27][CH:28]=1)[C:12]([CH3:29])=[C:11]2[C:9]([OH:10])=[O:8]. The catalyst class is: 19. (4) Reactant: [CH3:1][CH:2]([CH3:16])[CH2:3][CH:4](O)[CH2:5][C:6]1[O:10][N:9]=[C:8]([CH3:11])[C:7]=1[N+:12]([O-:14])=[O:13].CS(Cl)(=O)=O.C(N(CC)CC)C. Product: [CH3:11][C:8]1[C:7]([N+:12]([O-:14])=[O:13])=[C:6]([CH:5]=[CH:4][CH2:3][CH:2]([CH3:16])[CH3:1])[O:10][N:9]=1. The catalyst class is: 4. (5) Reactant: [H-].[Al+3].[Li+].[H-].[H-].[H-].C([O:9][C:10](=O)[CH:11]([CH2:17][CH2:18][C:19]1[CH:24]=[CH:23][C:22]([C:25]2[CH:30]=[CH:29][C:28]([CH2:31][CH2:32][CH3:33])=[CH:27][CH:26]=2)=[C:21]([F:34])[CH:20]=1)[C:12](OCC)=[O:13])C.Cl. Product: [F:34][C:21]1[CH:20]=[C:19]([CH2:18][CH2:17][CH:11]([CH2:10][OH:9])[CH2:12][OH:13])[CH:24]=[CH:23][C:22]=1[C:25]1[CH:26]=[CH:27][C:28]([CH2:31][CH2:32][CH3:33])=[CH:29][CH:30]=1. The catalyst class is: 247. (6) The catalyst class is: 10. Reactant: [Cl:1][C:2]1[CH:7]=[CH:6][C:5]([CH2:8][O:9][CH3:10])=[N+:4]([O-])[C:3]=1[C:12]([O:14][CH3:15])=[O:13].P(Cl)(Cl)([Cl:18])=O. Product: [Cl:1][C:2]1[C:3]([C:12]([O:14][CH3:15])=[O:13])=[N:4][C:5]([CH2:8][O:9][CH3:10])=[CH:6][C:7]=1[Cl:18].